Dataset: Full USPTO retrosynthesis dataset with 1.9M reactions from patents (1976-2016). Task: Predict the reactants needed to synthesize the given product. Given the product [NH:18]1[CH2:17][CH:16]([N:14]2[CH:15]=[C:11]([C:6]3[C:5]4[C:9](=[CH:10][C:2]([F:1])=[CH:3][CH:4]=4)[NH:8][CH:7]=3)[CH:12]=[N:13]2)[CH2:19]1, predict the reactants needed to synthesize it. The reactants are: [F:1][C:2]1[CH:10]=[C:9]2[C:5]([C:6]([C:11]3[CH:12]=[N:13][N:14]([CH:16]4[CH2:19][N:18](C(OC(C)(C)C)=O)[CH2:17]4)[CH:15]=3)=[CH:7][NH:8]2)=[CH:4][CH:3]=1.Cl.